This data is from Reaction yield outcomes from USPTO patents with 853,638 reactions. The task is: Predict the reaction yield, written as a fraction of the theoretical maximum amount of product (1.0 means a 100% yield; for example, 0.34 means a 34% yield). (1) The reactants are [Br:1][C:2]1[CH:8]=[CH:7][C:5]([NH2:6])=[C:4]([N+:9]([O-:11])=[O:10])[CH:3]=1.[I:12]I. The catalyst is C(O)C.S([O-])([O-])(=O)=O.[Ag+].[Ag+]. The product is [Br:1][C:2]1[CH:3]=[C:4]([N+:9]([O-:11])=[O:10])[C:5]([NH2:6])=[C:7]([I:12])[CH:8]=1. The yield is 0.880. (2) The product is [CH3:8][C:6]1([CH2:5][C:4]([O:3][CH2:1][CH3:2])=[O:9])[C:19](=[O:21])[NH:15][C:10](=[O:13])[NH:14]1. No catalyst specified. The reactants are [CH2:1]([O:3][C:4](=[O:9])[CH2:5][C:6]([CH3:8])=O)[CH3:2].[C:10](=[O:13])([O-])[O-].[NH4+:14].[NH4+:15].[C-]#N.[K+].[CH2:19]([OH:21])C.O. The yield is 0.210. (3) The reactants are [F:1][C:2]1[CH:22]=[CH:21][C:5]([C:6]([NH:8][C:9]2[C:17]([CH3:18])=[C:16]([O:19][CH3:20])[CH:15]=[CH:14][C:10]=2[C:11](O)=[O:12])=O)=[CH:4][CH:3]=1.C([NH2:25])=O. No catalyst specified. The product is [F:1][C:2]1[CH:22]=[CH:21][C:5]([C:6]2[N:25]=[C:11]([OH:12])[C:10]3[C:9](=[C:17]([CH3:18])[C:16]([O:19][CH3:20])=[CH:15][CH:14]=3)[N:8]=2)=[CH:4][CH:3]=1. The yield is 0.830. (4) The catalyst is C(Cl)Cl.C(OCC)C. The yield is 0.860. The reactants are [CH3:1][O:2][C:3]([C:5]1([OH:8])[CH2:7][CH2:6]1)=[O:4].[O:9]1[CH:14]=[CH:13][CH2:12][CH2:11][CH2:10]1.[NH+]1C=CC=CC=1.C1(C)C=CC(S(O)(=O)=O)=CC=1. The product is [CH3:1][O:2][C:3]([C:5]1([O:8][CH:10]2[CH2:11][CH2:12][CH2:13][CH2:14][O:9]2)[CH2:7][CH2:6]1)=[O:4]. (5) The reactants are [Br:1][C:2]1[CH:7]=[N:6][C:5]([O:8]C)=[C:4]2[N:10]([S:14]([C:17]3[CH:23]=[CH:22][C:20]([CH3:21])=[CH:19][CH:18]=3)(=[O:16])=[O:15])[C:11]([I:13])=[CH:12][C:3]=12.[I-].[Na+].Cl[Si](C)(C)C.O. The catalyst is C(#N)C. The product is [Br:1][C:2]1[C:3]2[CH:12]=[C:11]([I:13])[N:10]([S:14]([C:17]3[CH:23]=[CH:22][C:20]([CH3:21])=[CH:19][CH:18]=3)(=[O:15])=[O:16])[C:4]=2[C:5](=[O:8])[NH:6][CH:7]=1. The yield is 0.880. (6) The reactants are [CH3:1][O:2][C:3](=[O:11])[C:4]1[CH:9]=[CH:8][CH:7]=[CH:6][C:5]=1[NH2:10].[CH2:12]=[C:13]1[O:16][C:15](=[O:17])[CH2:14]1.CCCCCC.C(OCC)(=O)C. The catalyst is C1(C)C=CC=CC=1.C(N(CC)CC)C. The product is [CH3:1][O:2][C:3](=[O:11])[C:4]1[CH:9]=[CH:8][CH:7]=[CH:6][C:5]=1[NH:10][C:15](=[O:17])[CH2:14][C:13](=[O:16])[CH3:12]. The yield is 0.780. (7) The reactants are C(O)(C(F)(F)F)=O.[C:8]([O:11][CH2:12][C:13]1[C:14]([S:36]([CH3:39])(=[O:38])=[O:37])=[CH:15][C:16]2[N:20]3[CH2:21][CH2:22][N:23](C(OC(C)(C)C)=O)[C@H:24]([CH:25]([CH3:27])[CH3:26])[C:19]3=[N:18][C:17]=2[CH:35]=1)(=[O:10])[CH3:9]. The catalyst is C(Cl)Cl. The product is [C:8]([O:11][CH2:12][C:13]1[C:14]([S:36]([CH3:39])(=[O:37])=[O:38])=[CH:15][C:16]2[N:20]3[CH2:21][CH2:22][NH:23][C@H:24]([CH:25]([CH3:26])[CH3:27])[C:19]3=[N:18][C:17]=2[CH:35]=1)(=[O:10])[CH3:9]. The yield is 0.971.